Dataset: Full USPTO retrosynthesis dataset with 1.9M reactions from patents (1976-2016). Task: Predict the reactants needed to synthesize the given product. (1) Given the product [CH3:27][N:29]1[C:10]2[C@@:9]3([CH3:8])[C:15]([CH3:17])([CH3:16])[C@H:12]([CH2:13][CH2:14]3)[C:11]=2[C:18](=[O:19])[N:30]1[C:31]1[CH:36]=[CH:35][CH:34]=[CH:33][C:32]=1[C:37]#[N:38], predict the reactants needed to synthesize it. The reactants are: C(N(CC)CC)C.[CH3:8][C@:9]12[C:15]([CH3:17])([CH3:16])[C@H:12]([CH2:13][CH2:14]1)[CH:11]([C:18](Cl)=[O:19])[C:10]2=O.C(O[C:27]([N:29](C)[NH:30][C:31]1[CH:36]=[CH:35][CH:34]=[CH:33][C:32]=1[C:37]#[N:38])=O)(C)(C)C.Cl.O1CCOCC1. (2) Given the product [CH3:5][O:6][C:7]1[C:8]([N+:1]([O-:4])=[O:2])=[CH:9][C:10]2[CH:16]([CH3:17])[CH2:15][N:14]([C:18](=[O:23])[C:19]([F:22])([F:20])[F:21])[CH2:13][CH2:12][C:11]=2[N:24]=1, predict the reactants needed to synthesize it. The reactants are: [N+:1]([O-:4])(O)=[O:2].[CH3:5][O:6][C:7]1[CH:8]=[CH:9][C:10]2[CH:16]([CH3:17])[CH2:15][N:14]([C:18](=[O:23])[C:19]([F:22])([F:21])[F:20])[CH2:13][CH2:12][C:11]=2[N:24]=1.O.C([O-])([O-])=O.[K+].[K+]. (3) Given the product [CH3:24][O:23][C:4]1[CH:3]=[C:2]([CH3:1])[C:7](/[CH:8]=[CH:9]/[C:10](/[CH3:20])=[CH:11]/[CH:12]=[CH:13]/[C:14](/[CH3:19])=[CH:15]/[C:16]([NH:25][C:26]2[CH:31]=[CH:30][N:29]=[CH:28][CH:27]=2)=[O:18])=[C:6]([CH3:21])[C:5]=1[CH3:22], predict the reactants needed to synthesize it. The reactants are: [CH3:1][C:2]1[C:7](/[CH:8]=[CH:9]/[C:10](/[CH3:20])=[CH:11]/[CH:12]=[CH:13]/[C:14](/[CH3:19])=[CH:15]/[C:16]([OH:18])=O)=[C:6]([CH3:21])[C:5]([CH3:22])=[C:4]([O:23][CH3:24])[CH:3]=1.[NH2:25][C:26]1[CH:31]=[CH:30][N:29]=[CH:28][CH:27]=1.C1CCC(N=C=NC2CCCCC2)CC1.